From a dataset of hERG potassium channel inhibition data for cardiac toxicity prediction from Karim et al.. Regression/Classification. Given a drug SMILES string, predict its toxicity properties. Task type varies by dataset: regression for continuous values (e.g., LD50, hERG inhibition percentage) or binary classification for toxic/non-toxic outcomes (e.g., AMES mutagenicity, cardiotoxicity, hepatotoxicity). Dataset: herg_karim. (1) The compound is CN1CCC[C@H]1CCN1CCCc2cc(NC(=N)c3cccs3)ccc21. The result is 1 (blocker). (2) The drug is CN(CCN1CCN(c2ccccc2)C1=O)CC12CCC(CC1)C2(C)C. The result is 1 (blocker). (3) The molecule is O=C(c1ccccn1)[C@]12Cc3cnn(-c4ccc(F)cc4)c3C=C1CCN(S(=O)(=O)c1ccc(Cl)c(Cl)c1)C2. The result is 0 (non-blocker). (4) The drug is Cc1cc2nc(CC3CCNC(C)C3)n(Cc3ccc(Cl)cc3)c2cc1C. The result is 1 (blocker).